Task: Predict which catalyst facilitates the given reaction.. Dataset: Catalyst prediction with 721,799 reactions and 888 catalyst types from USPTO (1) Reactant: Br[CH2:2][CH2:3][CH2:4][O:5][C:6]1[CH:7]=[C:8]2[C:13](=[CH:14][C:15]=1[O:16][CH3:17])[N:12]=[CH:11][N:10]=[C:9]2[O:18][C:19]1[CH:24]=[CH:23][C:22]([NH:25][C:26]([NH:28][CH2:29][CH2:30][CH3:31])=[O:27])=[C:21]([Cl:32])[CH:20]=1.C(=O)([O-])[O-].[K+].[K+].[CH3:39][N:40]1[CH2:45][CH2:44][NH:43][CH2:42][CH2:41]1. Product: [Cl:32][C:21]1[CH:20]=[C:19]([O:18][C:9]2[C:8]3[C:13](=[CH:14][C:15]([O:16][CH3:17])=[C:6]([O:5][CH2:4][CH2:3][CH2:2][N:43]4[CH2:44][CH2:45][N:40]([CH3:39])[CH2:41][CH2:42]4)[CH:7]=3)[N:12]=[CH:11][N:10]=2)[CH:24]=[CH:23][C:22]=1[NH:25][C:26]([NH:28][CH2:29][CH2:30][CH3:31])=[O:27]. The catalyst class is: 9. (2) Reactant: C([Li])CCC.[Cl:6][C:7]1[CH:12]=[CH:11][CH:10]=[C:9]([F:13])[C:8]=1[F:14].C(O[B:19]1[O:23][C:22]([CH3:25])([CH3:24])[C:21]([CH3:27])([CH3:26])[O:20]1)(C)C. Product: [Cl:6][C:7]1[CH:12]=[CH:11][C:10]([B:19]2[O:23][C:22]([CH3:25])([CH3:24])[C:21]([CH3:27])([CH3:26])[O:20]2)=[C:9]([F:13])[C:8]=1[F:14]. The catalyst class is: 299. (3) Reactant: [F:1][C:2]1[CH:3]=[C:4]([C:10](=O)[CH:11]([CH3:16])[CH2:12][C:13](O)=[O:14])[CH:5]=[CH:6][C:7]=1[O:8][CH3:9].O.[NH2:19][NH2:20].C(O)(=O)C.O. Product: [F:1][C:2]1[CH:3]=[C:4]([C:10]2[CH:11]([CH3:16])[CH2:12][C:13](=[O:14])[NH:19][N:20]=2)[CH:5]=[CH:6][C:7]=1[O:8][CH3:9]. The catalyst class is: 8.